This data is from Reaction yield outcomes from USPTO patents with 853,638 reactions. The task is: Predict the reaction yield, written as a fraction of the theoretical maximum amount of product (1.0 means a 100% yield; for example, 0.34 means a 34% yield). (1) The reactants are [O:1]1[CH:5]=[CH:4][C:3]([CH2:6][NH2:7])=[CH:2]1.[Cl:8][C:9]1[N:14]=[C:13](Cl)[C:12]([N:16]([CH3:21])[C:17](=[O:20])[CH:18]=[CH2:19])=[CH:11][N:10]=1.C(N(CC)CC)C. The catalyst is [O-]CC.[O-]CC.[O-]CC.[O-]CC.[Ti+4].C(Cl)Cl. The product is [Cl:8][C:9]1[N:10]=[C:11]2[C:12]([N:16]([CH3:21])[C:17](=[O:20])[CH2:18][CH2:19][N:7]2[CH2:6][C:3]2[CH:4]=[CH:5][O:1][CH:2]=2)=[CH:13][N:14]=1. The yield is 0.150. (2) The reactants are CC1C=CC(S(O[CH2:12][CH2:13][C:14]2[O:15][C:16]3[C:22]([Cl:23])=[CH:21][C:20]([Br:24])=[CH:19][C:17]=3[CH:18]=2)(=O)=O)=CC=1.[N-:25]=[N+:26]=[N-:27].[Na+]. The catalyst is CN(C)C=O. The product is [N:25]([CH2:12][CH2:13][C:14]1[O:15][C:16]2[C:22]([Cl:23])=[CH:21][C:20]([Br:24])=[CH:19][C:17]=2[CH:18]=1)=[N+:26]=[N-:27]. The yield is 0.750.